Task: Predict which catalyst facilitates the given reaction.. Dataset: Catalyst prediction with 721,799 reactions and 888 catalyst types from USPTO Reactant: [CH2:1]([O:8][NH:9][C:10](=[O:19])[CH2:11][CH2:12][CH2:13][CH2:14][CH2:15][CH2:16][CH2:17]Br)[C:2]1[CH:7]=[CH:6][CH:5]=[CH:4][CH:3]=1.[OH:20][C:21]1[C:33]2[C:32]3[C:27](=[CH:28][CH:29]=[CH:30][CH:31]=3)[NH:26][C:25]=2[CH:24]=[CH:23][CH:22]=1.C(=O)([O-])[O-].[K+].[K+]. Product: [CH2:1]([O:8][NH:9][C:10](=[O:19])[CH2:11][CH2:12][CH2:13][CH2:14][CH2:15][CH2:16][CH2:17][O:20][C:21]1[C:33]2[C:32]3[C:27](=[CH:28][CH:29]=[CH:30][CH:31]=3)[NH:26][C:25]=2[CH:24]=[CH:23][CH:22]=1)[C:2]1[CH:7]=[CH:6][CH:5]=[CH:4][CH:3]=1. The catalyst class is: 9.